From a dataset of Full USPTO retrosynthesis dataset with 1.9M reactions from patents (1976-2016). Predict the reactants needed to synthesize the given product. (1) Given the product [CH3:17][C:4]1[N:3]2[N:18]=[N:19][N:20]=[C:2]2[C:7]([N+:8]([O-:10])=[O:9])=[C:6]([NH:11][CH2:12][CH2:13][CH2:14][OH:15])[C:5]=1[CH3:16], predict the reactants needed to synthesize it. The reactants are: Cl[C:2]1[C:7]([N+:8]([O-:10])=[O:9])=[C:6]([NH:11][CH2:12][CH2:13][CH2:14][OH:15])[C:5]([CH3:16])=[C:4]([CH3:17])[N:3]=1.[N-:18]=[N+:19]=[N-:20].[Na+].O.O.O.O.O.O.O.[Cl-].[Ce+3].[Cl-].[Cl-].C(#N)C. (2) Given the product [Cl:11][C:12]1[CH:13]=[C:14]([C:18]2[N:26]=[C:25]([C:27]3[NH:31][C:30](=[O:32])[O:29][N:28]=3)[N:24]=[C:23]3[C:19]=2[N:20]([CH2:41][C@H:42]2[CH2:47][CH2:46][C@H:45]([CH3:48])[CH2:44][CH2:43]2)[C:21]([C:33]([CH:34]2[CH2:35][CH2:36][O:37][CH2:38][CH2:39]2)=[O:40])=[N:22]3)[CH:15]=[CH:16][CH:17]=1, predict the reactants needed to synthesize it. The reactants are: CS(C)=O.C(Cl)(=O)C(Cl)=O.[Cl:11][C:12]1[CH:13]=[C:14]([C:18]2[N:26]=[C:25]([C:27]3[NH:31][C:30](=[O:32])[O:29][N:28]=3)[N:24]=[C:23]3[C:19]=2[N:20]([CH2:41][C@H:42]2[CH2:47][CH2:46][C@H:45]([CH3:48])[CH2:44][CH2:43]2)[C:21]([CH:33]([OH:40])[CH:34]2[CH2:39][CH2:38][O:37][CH2:36][CH2:35]2)=[N:22]3)[CH:15]=[CH:16][CH:17]=1.C(N(CC)CC)C. (3) Given the product [CH2:20]([NH:16][C:7](=[O:9])[C@@H:6]([NH:5][C:3](=[O:4])[C:2]([F:1])([F:13])[F:12])[CH2:10][CH3:11])[CH2:19][CH2:24][C:23]#[CH:22], predict the reactants needed to synthesize it. The reactants are: [F:1][C:2]([F:13])([F:12])[C:3]([NH:5][C@@H:6]([CH2:10][CH3:11])[C:7]([OH:9])=O)=[O:4].O.O[N:16]1[C:20]2C=[CH:22][CH:23]=[CH:24][C:19]=2N=N1.Cl.CN(C)CCCN=C=NCC.C(N(CC)CC)C.C(N)CCC#C. (4) Given the product [C:21]([NH:19][C:13]1[CH:12]=[CH:11][C:10]2[C:15]([CH:14]=1)=[N:16][C:17]1[C:8](=[CH:7][CH:6]=[C:5]([NH:4][C:1](=[O:3])[CH3:2])[CH:18]=1)[C:9]=2[NH2:20])(=[O:23])[CH3:22], predict the reactants needed to synthesize it. The reactants are: [C:1]([NH:4][C:5]1[CH:6]=[CH:7][C:8]2[C:17]([CH:18]=1)=[N:16][C:15]1[C:10](=[CH:11][CH:12]=[C:13]([NH2:19])[CH:14]=1)[C:9]=2[NH2:20])(=[O:3])[CH3:2].[C:21](OC(=O)C)(=[O:23])[CH3:22]. (5) Given the product [C:31]([O:30][C:28]([NH:1][C:4]1[CH:5]=[C:6]([C:10]2[N:14]([CH3:15])[C:13]3[CH:16]=[CH:17][C:18]([C:20]([O:22][CH3:23])=[O:21])=[CH:19][C:12]=3[N:11]=2)[N:7]([CH3:9])[CH:8]=1)=[O:29])([CH3:34])([CH3:33])[CH3:32], predict the reactants needed to synthesize it. The reactants are: [N+:1]([C:4]1[CH:5]=[C:6]([C:10]2[N:14]([CH3:15])[C:13]3[CH:16]=[CH:17][C:18]([C:20]([O:22][CH3:23])=[O:21])=[CH:19][C:12]=3[N:11]=2)[N:7]([CH3:9])[CH:8]=1)([O-])=O.C([O-])=O.[NH4+].[C:28](O[C:28]([O:30][C:31]([CH3:34])([CH3:33])[CH3:32])=[O:29])([O:30][C:31]([CH3:34])([CH3:33])[CH3:32])=[O:29]. (6) Given the product [C:1]([O:5][C:6]([NH:7][C@H:8]([CH2:25][OH:26])[CH2:9][C:10]1[CH:11]=[CH:12][C:13]([O:16][C:17]2[N:18]=[CH:19][CH:20]=[CH:21][C:22]=2[C:23]([NH2:24])=[O:28])=[CH:14][CH:15]=1)=[O:27])([CH3:3])([CH3:2])[CH3:4], predict the reactants needed to synthesize it. The reactants are: [C:1]([O:5][C:6](=[O:27])[NH:7][C@H:8]([CH2:25][OH:26])[CH2:9][C:10]1[CH:15]=[CH:14][C:13]([O:16][C:17]2[C:22]([C:23]#[N:24])=[CH:21][CH:20]=[CH:19][N:18]=2)=[CH:12][CH:11]=1)([CH3:4])([CH3:3])[CH3:2].[OH:28]O.[OH-].[Na+].Cl. (7) Given the product [C:4]([O:3][C:1]([N:8]1[CH2:14][CH2:13][CH2:12][N:11]([S:16]([CH3:15])(=[O:18])=[O:17])[CH2:10][CH2:9]1)=[O:2])([CH3:7])([CH3:6])[CH3:5], predict the reactants needed to synthesize it. The reactants are: [C:1]([N:8]1[CH2:14][CH2:13][CH2:12][NH:11][CH2:10][CH2:9]1)([O:3][C:4]([CH3:7])([CH3:6])[CH3:5])=[O:2].[CH3:15][S:16](Cl)(=[O:18])=[O:17]. (8) Given the product [CH:1]1([CH2:5][C:6]2[N:7]=[C:8]([C:11](=[N:13][OH:14])[NH2:12])[S:9][CH:10]=2)[CH2:2][CH2:3][CH2:4]1, predict the reactants needed to synthesize it. The reactants are: [CH:1]1([CH2:5][C:6]2[N:7]=[C:8]([C:11]#[N:12])[S:9][CH:10]=2)[CH2:4][CH2:3][CH2:2]1.[NH2:13][OH:14].Cl.C([O-])([O-])=O.[Na+].[Na+]. (9) Given the product [CH2:9]([N:16]1[CH2:22][C:21]2[N:23]=[CH:24][C:25]([O:6][C@@H:4]([CH:1]3[CH2:3][CH2:2]3)[CH3:5])=[N:26][C:20]=2[O:19][CH2:18][CH2:17]1)[C:10]1[CH:11]=[CH:12][CH:13]=[CH:14][CH:15]=1, predict the reactants needed to synthesize it. The reactants are: [CH:1]1([C@H:4]([OH:6])[CH3:5])[CH2:3][CH2:2]1.[H-].[Na+].[CH2:9]([N:16]1[CH2:22][C:21]2[N:23]=[CH:24][C:25](Cl)=[N:26][C:20]=2[O:19][CH2:18][CH2:17]1)[C:10]1[CH:15]=[CH:14][CH:13]=[CH:12][CH:11]=1.O.